Predict which catalyst facilitates the given reaction. From a dataset of Catalyst prediction with 721,799 reactions and 888 catalyst types from USPTO. (1) Reactant: C(O)(C(F)(F)F)=O.[CH2:8]([O:43][CH:44]1[C@H:48]2[C@H:49](OC3CCCCO3)[N:50](C(OC(C)(C)C)=O)[C:51]3[CH:58]=[CH:57][C:56]([O:59][CH3:60])=[CH:55][C:52]=3[C:53](=[O:54])[N:47]2[CH2:46][CH2:45]1)[CH2:9][CH2:10][O:11][CH:12]1[C@H:16]2[C@H:17](OC3CCCCO3)[N:18](C(OC(C)(C)C)=O)[C:19]3[CH:26]=[CH:25][C:24]([O:27][CH3:28])=[CH:23][C:20]=3[C:21](=[O:22])[N:15]2[CH2:14][CH2:13]1.C([O-])(O)=O.[Na+]. Product: [CH2:8]([O:43][CH:44]1[C@@H:48]2[CH:49]=[N:50][C:51]3[CH:58]=[CH:57][C:56]([O:59][CH3:60])=[CH:55][C:52]=3[C:53](=[O:54])[N:47]2[CH2:46][CH2:45]1)[CH2:9][CH2:10][O:11][CH:12]1[C@@H:16]2[CH:17]=[N:18][C:19]3[CH:26]=[CH:25][C:24]([O:27][CH3:28])=[CH:23][C:20]=3[C:21](=[O:22])[N:15]2[CH2:14][CH2:13]1. The catalyst class is: 254. (2) Reactant: Cl.[C:2]([C:5]1[CH:32]=[CH:31][C:8]([CH2:9][N:10]2[CH2:15][CH2:14][N:13]([S:16]([C:19]3[CH2:20][O:21][C:22]4[CH:28]=[C:27]([Cl:29])[CH:26]=[CH:25][C:23]=4[CH:24]=3)(=[O:18])=[O:17])[CH2:12][C:11]2=[O:30])=[CH:7][CH:6]=1)(=[NH:4])[NH2:3].[C:33]([O:36][CH:37]([O:39][C:40](OC1C=CC([N+]([O-])=O)=CC=1)=[O:41])[CH3:38])(=[O:35])[CH3:34].C(N(C(C)C)CC)(C)C. Product: [C:33]([O:36][CH:37]([O:39][C:40]([NH:4][C:2]([C:5]1[CH:6]=[CH:7][C:8]([CH2:9][N:10]2[CH2:15][CH2:14][N:13]([S:16]([C:19]3[CH2:20][O:21][C:22]4[CH:28]=[C:27]([Cl:29])[CH:26]=[CH:25][C:23]=4[CH:24]=3)(=[O:18])=[O:17])[CH2:12][C:11]2=[O:30])=[CH:31][CH:32]=1)=[NH:3])=[O:41])[CH3:38])(=[O:35])[CH3:34]. The catalyst class is: 3. (3) Reactant: [Br:1][C:2]1[CH:3]=[C:4]([CH:8]=[C:9](Br)[CH:10]=1)[C:5]([OH:7])=[O:6].[CH3:12][S:13]C.[Na].CS(C)=O. Product: [Br:1][C:2]1[CH:3]=[C:4]([CH:8]=[C:9]([S:13][CH3:12])[CH:10]=1)[C:5]([OH:7])=[O:6]. The catalyst class is: 6. (4) Reactant: [Br:1][C:2]1[CH:7]=[CH:6][CH:5]=[C:4]([Cl:8])[CH:3]=1.[Li+].CC([N-]C(C)C)C.CN([CH:20]=[O:21])C.Cl. Product: [Br:1][C:2]1[CH:7]=[CH:6][CH:5]=[C:4]([Cl:8])[C:3]=1[CH:20]=[O:21]. The catalyst class is: 1.